Task: Predict which catalyst facilitates the given reaction.. Dataset: Catalyst prediction with 721,799 reactions and 888 catalyst types from USPTO (1) The catalyst class is: 3. Product: [CH2:1]([O:17][C:11]1[CH:12]=[CH:13][CH:14]=[C:15]([F:16])[C:10]=1[F:9])[C:2]1[CH:7]=[CH:6][CH:5]=[CH:4][CH:3]=1. Reactant: [CH2:1](Br)[C:2]1[CH:7]=[CH:6][CH:5]=[CH:4][CH:3]=1.[F:9][C:10]1[C:15]([F:16])=[CH:14][CH:13]=[CH:12][C:11]=1[OH:17].C(=O)([O-])[O-].[K+].[K+]. (2) Reactant: [F:1][C:2]1[CH:3]=[C:4]([CH2:11][C:12]([OH:14])=O)[CH:5]=[CH:6][C:7]=1[N+:8]([O-:10])=[O:9].[NH:15]1[CH2:20][CH2:19][O:18][CH2:17][CH2:16]1.CN(C(ON1N=NC2C=CC=NC1=2)=[N+](C)C)C.F[P-](F)(F)(F)(F)F.N1C=CC=CC=1. Product: [F:1][C:2]1[CH:3]=[C:4]([CH2:11][C:12]([N:15]2[CH2:20][CH2:19][O:18][CH2:17][CH2:16]2)=[O:14])[CH:5]=[CH:6][C:7]=1[N+:8]([O-:10])=[O:9]. The catalyst class is: 508. (3) Reactant: Cl[C:2]1[N:3]=[C:4]([N:11]2[CH2:16][CH2:15][O:14][CH:13]([CH2:17][NH:18][C:19](=[O:21])[CH3:20])[CH2:12]2)[C:5]2[S:10][CH:9]=[CH:8][C:6]=2[N:7]=1.[NH2:22][C:23]1[N:28]=[CH:27][C:26](B2OC(C)(C)C(C)(C)O2)=[CH:25][N:24]=1.CC#N.CC([O-])=O.[K+]. Product: [NH2:22][C:23]1[N:28]=[CH:27][C:26]([C:2]2[N:3]=[C:4]([N:11]3[CH2:16][CH2:15][O:14][CH:13]([CH2:17][NH:18][C:19](=[O:21])[CH3:20])[CH2:12]3)[C:5]3[S:10][CH:9]=[CH:8][C:6]=3[N:7]=2)=[CH:25][N:24]=1. The catalyst class is: 257. (4) Reactant: [O:1]1[CH2:6][CH2:5][C:4](=O)[CH2:3][CH2:2]1.[CH2:8]([NH2:15])[C:9]1[CH:14]=[CH:13][CH:12]=[CH:11][CH:10]=1. Product: [CH2:8]([NH:15][CH:4]1[CH2:5][CH2:6][O:1][CH2:2][CH2:3]1)[C:9]1[CH:14]=[CH:13][CH:12]=[CH:11][CH:10]=1. The catalyst class is: 279.